Task: Predict which catalyst facilitates the given reaction.. Dataset: Catalyst prediction with 721,799 reactions and 888 catalyst types from USPTO (1) Reactant: [OH-].[Na+].C([O:5][C:6]([C:8]1[N:9]=[C:10]([C:19]2[CH:24]=[CH:23][CH:22]=[CH:21][CH:20]=2)[N:11]([C:13]2[CH:14]=[N:15][CH:16]=[CH:17][CH:18]=2)[CH:12]=1)=[O:7])C. Product: [C:19]1([C:10]2[N:11]([C:13]3[CH:14]=[N:15][CH:16]=[CH:17][CH:18]=3)[CH:12]=[C:8]([C:6]([OH:7])=[O:5])[N:9]=2)[CH:20]=[CH:21][CH:22]=[CH:23][CH:24]=1. The catalyst class is: 8. (2) Reactant: [CH3:1][C:2]1[N:12]=[C:11]2[N:6]([CH2:7][CH2:8][CH2:9][CH:10]2[OH:13])[C:4](=[O:5])[C:3]=1[CH2:14][CH2:15][N:16]1[CH2:21][CH2:20][CH:19]([C:22]2[C:23]3[CH:24]=[CH:25][C:26]([F:31])=[CH:27][C:28]=3[O:29][N:30]=2)[CH2:18][CH2:17]1.ClCCl.[C:35]([OH:42])(=[O:41])/[CH:36]=[CH:37]/[C:38]([OH:40])=[O:39]. Product: [CH3:1][C:2]1[N:12]=[C:11]2[N:6]([CH2:7][CH2:8][CH2:9][CH:10]2[OH:13])[C:4](=[O:5])[C:3]=1[CH2:14][CH2:15][N:16]1[CH2:21][CH2:20][CH:19]([C:22]2[C:23]3[CH:24]=[CH:25][C:26]([F:31])=[CH:27][C:28]=3[O:29][N:30]=2)[CH2:18][CH2:17]1.[C:35]([O-:42])(=[O:41])/[CH:36]=[CH:37]/[C:38]([O-:40])=[O:39]. The catalyst class is: 5. (3) Reactant: [F:1][C:2]([F:15])([F:14])[C:3]1[CH:8]=[CH:7][C:6](/[CH:9]=[CH:10]/B(O)O)=[CH:5][CH:4]=1.[F-].[Cs+].FC(F)(F)S(O[C:24]1[CH:25]=[C:26]2[C:31](=[CH:32][CH:33]=1)[CH:30]([CH2:34][C:35]([O:37][CH2:38][CH3:39])=[O:36])[CH2:29][CH2:28][CH2:27]2)(=O)=O. Product: [CH2:38]([O:37][C:35](=[O:36])[CH2:34][CH:30]1[C:31]2[C:26](=[CH:25][C:24](/[CH:10]=[CH:9]/[C:6]3[CH:7]=[CH:8][C:3]([C:2]([F:15])([F:14])[F:1])=[CH:4][CH:5]=3)=[CH:33][CH:32]=2)[CH2:27][CH2:28][CH2:29]1)[CH3:39]. The catalyst class is: 104. (4) Reactant: [OH:1][C:2]1[CH:28]=[CH:27][C:5]([O:6][CH2:7][CH2:8][C:9]2[CH:10]=[C:11]([CH:24]=[CH:25][CH:26]=2)[O:12][CH2:13][C:14]2[CH:23]=[CH:22][CH:21]=[CH:20][C:15]=2[C:16]([O:18][CH3:19])=[O:17])=[CH:4][CH:3]=1.C(N(CC)CC)C.[CH3:36][S:37](Cl)(=[O:39])=[O:38]. Product: [CH3:36][S:37]([O:1][C:2]1[CH:3]=[CH:4][C:5]([O:6][CH2:7][CH2:8][C:9]2[CH:10]=[C:11]([CH:24]=[CH:25][CH:26]=2)[O:12][CH2:13][C:14]2[CH:23]=[CH:22][CH:21]=[CH:20][C:15]=2[C:16]([O:18][CH3:19])=[O:17])=[CH:27][CH:28]=1)(=[O:39])=[O:38]. The catalyst class is: 4. (5) Reactant: [CH2:1]([O:3][C:4](=[O:29])[CH2:5][O:6][C:7]1[C:12]([C:13]#[N:14])=[CH:11][C:10]([C:15]2[CH:20]=[CH:19][C:18]([Cl:21])=[CH:17][CH:16]=2)=[C:9]([C:22]2[CH:27]=[CH:26][CH:25]=[CH:24][C:23]=2[Cl:28])[N:8]=1)[CH3:2].C[Si]([NH-])(C)C.C[Si]([NH-])(C)C.[Li+].[Li+]. Product: [NH2:14][C:13]1[C:12]2[C:7](=[N:8][C:9]([C:22]3[CH:27]=[CH:26][CH:25]=[CH:24][C:23]=3[Cl:28])=[C:10]([C:15]3[CH:20]=[CH:19][C:18]([Cl:21])=[CH:17][CH:16]=3)[CH:11]=2)[O:6][C:5]=1[C:4]([O:3][CH2:1][CH3:2])=[O:29]. The catalyst class is: 198. (6) Reactant: Br.[CH3:2][O:3][CH2:4][CH2:5][O:6][CH2:7][CH2:8][N:9]1[C:13]([CH3:14])=[C:12]([CH3:15])[S:11][C:10]1=[NH:16].[C:17]12([C:27](O)=[O:28])[CH2:26][CH:21]3[CH2:22][CH:23]([CH2:25][CH:19]([CH2:20]3)[CH2:18]1)[CH2:24]2.C1(N=C=NC2CCCCC2)CCCCC1.O.ON1C2C=CC=CC=2N=N1.C(N(CC)C(C)C)(C)C. Product: [CH3:2][O:3][CH2:4][CH2:5][O:6][CH2:7][CH2:8][N:9]1[C:13]([CH3:14])=[C:12]([CH3:15])[S:11]/[C:10]/1=[N:16]\[C:27]([C:17]12[CH2:26][CH:21]3[CH2:20][CH:19]([CH2:25][CH:23]([CH2:22]3)[CH2:24]1)[CH2:18]2)=[O:28]. The catalyst class is: 44.